This data is from Full USPTO retrosynthesis dataset with 1.9M reactions from patents (1976-2016). The task is: Predict the reactants needed to synthesize the given product. (1) Given the product [F:31][C:2]1([F:1])[O:6][C:5]2[CH:7]=[CH:8][C:9]([S:11]([N:14]3[CH2:15][CH2:16][CH:17]([NH:20][C:21]4[C:26]([NH2:27])=[CH:25][CH:24]=[C:23]([CH3:30])[N:22]=4)[CH2:18][CH2:19]3)(=[O:13])=[O:12])=[CH:10][C:4]=2[O:3]1, predict the reactants needed to synthesize it. The reactants are: [F:1][C:2]1([F:31])[O:6][C:5]2[CH:7]=[CH:8][C:9]([S:11]([N:14]3[CH2:19][CH2:18][CH:17]([NH:20][C:21]4[C:26]([N+:27]([O-])=O)=[CH:25][CH:24]=[C:23]([CH3:30])[N:22]=4)[CH2:16][CH2:15]3)(=[O:13])=[O:12])=[CH:10][C:4]=2[O:3]1.[NH4+].[Cl-]. (2) Given the product [ClH:40].[ClH:40].[OH:1][CH:2]([C:25]1[C:34]2[C:29](=[CH:30][CH:31]=[C:32]([O:35][CH3:36])[CH:33]=2)[N:28]=[CH:27][C:26]=1[F:37])[CH2:3][CH2:4][CH:5]1[CH2:10][CH2:9][N:8]([CH2:11][CH2:12][S:13][C:14]2[S:15][CH:16]=[CH:17][CH:18]=2)[CH2:7][CH:6]1[CH2:19][C:20]([OH:22])=[O:21], predict the reactants needed to synthesize it. The reactants are: [OH:1][CH:2]([C:25]1[C:34]2[C:29](=[CH:30][CH:31]=[C:32]([O:35][CH3:36])[CH:33]=2)[N:28]=[CH:27][C:26]=1[F:37])[CH2:3][CH2:4][CH:5]1[CH2:10][CH2:9][N:8]([CH2:11][CH2:12][S:13][C:14]2[S:15][CH:16]=[CH:17][CH:18]=2)[CH2:7][CH:6]1[CH2:19][C:20]([O:22]CC)=[O:21].[OH-].[Na+].[ClH:40]. (3) The reactants are: [CH2:1]([O:3][C:4]([C:6]1([F:27])[CH2:11][CH2:10][N:9]([C:12]2[CH2:26][C:15]3([CH2:18][N:17](C(OC(C)(C)C)=O)[CH2:16]3)[O:14][N:13]=2)[CH2:8][CH2:7]1)=[O:5])[CH3:2].[CH2:28]([O:30][C:31]1[CH:36]=[C:35]([CH:37]=O)[CH:34]=[C:33]([O:39][CH2:40][CH3:41])[C:32]=1[C:42]1[CH:47]=[CH:46][C:45]([F:48])=[CH:44][CH:43]=1)[CH3:29]. Given the product [CH2:28]([O:30][C:31]1[CH:36]=[C:35]([CH2:37][N:17]2[CH2:16][C:15]3([CH2:26][C:12]([N:9]4[CH2:8][CH2:7][C:6]([F:27])([C:4]([O:3][CH2:1][CH3:2])=[O:5])[CH2:11][CH2:10]4)=[N:13][O:14]3)[CH2:18]2)[CH:34]=[C:33]([O:39][CH2:40][CH3:41])[C:32]=1[C:42]1[CH:43]=[CH:44][C:45]([F:48])=[CH:46][CH:47]=1)[CH3:29], predict the reactants needed to synthesize it. (4) Given the product [CH2:1]([O:3][C:4](=[O:28])[CH:5]([C:16]1[N:17]([C:21]2[C:26]([F:27])=[CH:25][CH:24]=[CH:23][N:22]=2)[N:18]=[CH:19][CH:20]=1)[C:6]1[C:11]([CH2:12][CH2:13][CH3:14])=[CH:10][N:9]=[CH:8][N:7]=1)[CH3:2], predict the reactants needed to synthesize it. The reactants are: [CH2:1]([O:3][C:4](=[O:28])[CH:5]([C:16]1[N:17]([C:21]2[C:26]([F:27])=[CH:25][CH:24]=[CH:23][N:22]=2)[N:18]=[CH:19][CH:20]=1)[C:6]1[C:11]([CH2:12][CH2:13][CH3:14])=[C:10](I)[N:9]=[CH:8][N:7]=1)[CH3:2].